Dataset: Catalyst prediction with 721,799 reactions and 888 catalyst types from USPTO. Task: Predict which catalyst facilitates the given reaction. (1) Reactant: C([Mg]Br)C.CCOCC.[CH:10]1([C:13]#[CH:14])[CH2:12][CH2:11]1.[C:15]([O:21][C@H:22]([C:39]1[CH:44]=[CH:43][CH:42]=[CH:41][CH:40]=1)[C:23]([NH:25][C:26]1[CH:31]=[CH:30][C:29]([Cl:32])=[CH:28][C:27]=1[C:33](=[O:38])[C:34]([F:37])([F:36])[F:35])=[O:24])(=[O:20])[C:16]([CH3:19])([CH3:18])[CH3:17].C(O)(=O)CC(CC(O)=O)(C(O)=O)O. Product: [C:15]([O:21][C@H:22]([C:39]1[CH:44]=[CH:43][CH:42]=[CH:41][CH:40]=1)[C:23]([NH:25][C:26]1[CH:31]=[CH:30][C:29]([Cl:32])=[CH:28][C:27]=1[C@@:33]([OH:38])([C:14]#[C:13][CH:10]1[CH2:12][CH2:11]1)[C:34]([F:36])([F:37])[F:35])=[O:24])(=[O:20])[C:16]([CH3:19])([CH3:18])[CH3:17]. The catalyst class is: 1. (2) The catalyst class is: 3. Reactant: [C:1]([N:4]1[C:13]2[C:8](=[CH:9][C:10]([C:14]3[CH:22]=[CH:21][C:17]([C:18]([OH:20])=O)=[CH:16][N:15]=3)=[CH:11][CH:12]=2)[C@H:7]([NH:23][C:24]2[CH:29]=[CH:28][C:27]([C:30]#[N:31])=[CH:26][N:25]=2)[CH2:6][C@@H:5]1[CH3:32])(=[O:3])[CH3:2].CN(C(ON1N=NC2C=CC=NC1=2)=[N+](C)C)C.F[P-](F)(F)(F)(F)F.CCN(C(C)C)C(C)C.[CH3:66][N:67]([CH3:71])[CH2:68][CH2:69][NH2:70]. Product: [C:1]([N:4]1[C:13]2[C:8](=[CH:9][C:10]([C:14]3[CH:22]=[CH:21][C:17]([C:18]([NH:70][CH2:69][CH2:68][N:67]([CH3:71])[CH3:66])=[O:20])=[CH:16][N:15]=3)=[CH:11][CH:12]=2)[C@H:7]([NH:23][C:24]2[CH:29]=[CH:28][C:27]([C:30]#[N:31])=[CH:26][N:25]=2)[CH2:6][C@@H:5]1[CH3:32])(=[O:3])[CH3:2]. (3) Reactant: [NH2:1][C:2]1[CH:7]=[CH:6][C:5]([N:8]2[C:12](=[O:13])[C:11]([CH3:15])([CH3:14])[N:10]([CH2:16][CH2:17][CH2:18][CH2:19][CH2:20][CH2:21][CH2:22][CH2:23][CH2:24][S:25][CH2:26][CH2:27][CH2:28][C:29]([F:35])([F:34])[C:30]([F:33])([F:32])[F:31])[C:9]2=[O:36])=[CH:4][C:3]=1[CH3:37].[CH:38]([N:42]=[C:43]=[O:44])([CH2:40][CH3:41])[CH3:39].O. Product: [CH3:14][C:11]1([CH3:15])[C:12](=[O:13])[N:8]([C:5]2[CH:6]=[CH:7][C:2]([NH:1][C:43]([NH:42][CH:38]([CH3:39])[CH2:40][CH3:41])=[O:44])=[C:3]([CH3:37])[CH:4]=2)[C:9](=[O:36])[N:10]1[CH2:16][CH2:17][CH2:18][CH2:19][CH2:20][CH2:21][CH2:22][CH2:23][CH2:24][S:25][CH2:26][CH2:27][CH2:28][C:29]([F:35])([F:34])[C:30]([F:33])([F:31])[F:32]. The catalyst class is: 26.